From a dataset of hERG Central: cardiac toxicity at 1µM, 10µM, and general inhibition. Predict hERG channel inhibition at various concentrations. (1) The drug is COc1ccccc1NC(=O)CN1CCC(n2c(C)nc3cc(F)ccc32)CC1. Results: hERG_inhib (hERG inhibition (general)): blocker. (2) The molecule is COc1ccc2cc1Oc1ccc(cc1)C[C@H]1c3cc(c(OC)cc3CCN1C)Oc1c(OC)c(OC)cc3c1[C@@H](C2)N(C)CC3. Results: hERG_inhib (hERG inhibition (general)): blocker.